From a dataset of Catalyst prediction with 721,799 reactions and 888 catalyst types from USPTO. Predict which catalyst facilitates the given reaction. The catalyst class is: 96. Reactant: [CH2:1]([N:8]1[C:12]2[CH2:13][CH:14](O)[CH2:15][C:11]=2[C:10]([C:17]#[N:18])=[N:9]1)[C:2]1[CH:7]=[CH:6][CH:5]=[CH:4][CH:3]=1.CCN(S(F)(F)[F:25])CC. Product: [CH2:1]([N:8]1[C:12]2[CH2:13][CH:14]([F:25])[CH2:15][C:11]=2[C:10]([C:17]#[N:18])=[N:9]1)[C:2]1[CH:7]=[CH:6][CH:5]=[CH:4][CH:3]=1.